This data is from Forward reaction prediction with 1.9M reactions from USPTO patents (1976-2016). The task is: Predict the product of the given reaction. (1) Given the reactants [F:1][C:2]1[CH:18]=[CH:17][CH:16]=[C:15]([F:19])[C:3]=1[C:4]([NH:6][C:7]1[C:8]([C:12](O)=O)=[N:9][NH:10][CH:11]=1)=[O:5].[NH2:20][C:21]1[C:22](=[O:28])[NH:23][CH:24]=[CH:25][C:26]=1[NH2:27].C(Cl)CCl.C1C=CC2N(O)N=NC=2C=1, predict the reaction product. The product is: [F:1][C:2]1[CH:18]=[CH:17][CH:16]=[C:15]([F:19])[C:3]=1[C:4]([NH:6][C:7]1[C:8]([C:12]2[NH:20][C:21]3[C:22](=[O:28])[NH:23][CH:24]=[CH:25][C:26]=3[N:27]=2)=[N:9][NH:10][CH:11]=1)=[O:5]. (2) Given the reactants Cl[C:2]1[N:7]=[C:6]([Cl:8])[N:5]=[CH:4][N:3]=1.[NH2:9][C:10]1[CH:11]=[N:12][N:13]([CH3:19])[C:14]=1[C:15]([O:17][CH3:18])=[O:16].C(N(CC)C(C)C)(C)C, predict the reaction product. The product is: [Cl:8][C:6]1[N:5]=[CH:4][N:3]=[C:2]([NH:9][C:10]2[CH:11]=[N:12][N:13]([CH3:19])[C:14]=2[C:15]([O:17][CH3:18])=[O:16])[N:7]=1. (3) Given the reactants [Cl:1][C:2]1[CH:7]=[CH:6][C:5]([C:8]2[C:14]3[CH:15]=[C:16]([O:19][CH3:20])[CH:17]=[CH:18][C:13]=3[N:12]3[C:21]([CH3:24])=[N:22][N:23]=[C:11]3[C@H:10]([CH2:25][C:26]([NH:28][CH2:29][CH2:30][O:31][CH2:32][CH2:33][O:34][CH2:35][CH2:36][O:37][CH2:38][CH2:39][O:40][CH2:41][CH2:42][O:43][CH2:44][CH2:45][O:46][CH2:47][CH2:48][O:49][CH2:50][CH2:51][O:52][CH2:53][CH2:54][O:55][CH2:56][CH2:57][OH:58])=[O:27])[N:9]=2)=[CH:4][CH:3]=1.C(N(CC)CC)C.[CH3:66][S:67](Cl)(=[O:69])=[O:68], predict the reaction product. The product is: [CH3:66][S:67]([O:58][CH2:57][CH2:56][O:55][CH2:54][CH2:53][O:52][CH2:51][CH2:50][O:49][CH2:48][CH2:47][O:46][CH2:45][CH2:44][O:43][CH2:42][CH2:41][O:40][CH2:39][CH2:38][O:37][CH2:36][CH2:35][O:34][CH2:33][CH2:32][O:31][CH2:30][CH2:29][NH:28][C:26](=[O:27])[CH2:25][C@@H:10]1[N:9]=[C:8]([C:5]2[CH:6]=[CH:7][C:2]([Cl:1])=[CH:3][CH:4]=2)[C:14]2[CH:15]=[C:16]([O:19][CH3:20])[CH:17]=[CH:18][C:13]=2[N:12]2[C:21]([CH3:24])=[N:22][N:23]=[C:11]12)(=[O:69])=[O:68]. (4) The product is: [I:1][C:2]1[CH:3]=[CH:4][C:5]2[N:6]([N:10]=[CH:9][N:8]=2)[CH:7]=1. Given the reactants [I:1][C:2]1[CH:3]=[CH:4][C:5]([N:8]=[CH:9][N:10](C)C)=[N:6][CH:7]=1.N1C=CC=CC=1.NOS(O)(=O)=O, predict the reaction product.